Predict the reactants needed to synthesize the given product. From a dataset of Full USPTO retrosynthesis dataset with 1.9M reactions from patents (1976-2016). Given the product [N:35]([CH2:2][CH2:3][CH2:4][S:5]([O:8][CH2:9][C:10]([CH3:34])([CH3:33])[C@@H:11]([O:23][CH2:24][C:25]1[CH:30]=[CH:29][C:28]([O:31][CH3:32])=[CH:27][CH:26]=1)[C:12]([O:14][C@@H:15]([C:17]1[CH:22]=[CH:21][CH:20]=[CH:19][CH:18]=1)[CH3:16])=[O:13])(=[O:7])=[O:6])=[N+:36]=[N-:37], predict the reactants needed to synthesize it. The reactants are: Cl[CH2:2][CH2:3][CH2:4][S:5]([O:8][CH2:9][C:10]([CH3:34])([CH3:33])[C@@H:11]([O:23][CH2:24][C:25]1[CH:30]=[CH:29][C:28]([O:31][CH3:32])=[CH:27][CH:26]=1)[C:12]([O:14][C@@H:15]([C:17]1[CH:22]=[CH:21][CH:20]=[CH:19][CH:18]=1)[CH3:16])=[O:13])(=[O:7])=[O:6].[N-:35]=[N+:36]=[N-:37].[Na+].